This data is from Forward reaction prediction with 1.9M reactions from USPTO patents (1976-2016). The task is: Predict the product of the given reaction. (1) Given the reactants C[Si](C)(C)[C:3]#[C:4][C:5]1[CH:6]=[C:7]([CH:12]=[CH:13][CH:14]=1)[C:8]([O:10]C)=[O:9].O1CCCC1.[OH-].[Li+], predict the reaction product. The product is: [C:4]([C:5]1[CH:6]=[C:7]([CH:12]=[CH:13][CH:14]=1)[C:8]([OH:10])=[O:9])#[CH:3]. (2) Given the reactants [C:1]([O:5][C:6](=[O:30])[N:7]([CH2:9][CH:10]1[CH2:19][C:18](=[O:20])[C:17]2[C:12](=[CH:13][C:14]([S:21]([C:24]3[CH:29]=[CH:28][CH:27]=[CH:26][CH:25]=3)(=[O:23])=[O:22])=[CH:15][CH:16]=2)[O:11]1)[CH3:8])([CH3:4])([CH3:3])[CH3:2], predict the reaction product. The product is: [C:1]([O:5][C:6](=[O:30])[N:7]([CH2:9][CH:10]1[CH2:19][CH:18]([OH:20])[C:17]2[C:12](=[CH:13][C:14]([S:21]([C:24]3[CH:29]=[CH:28][CH:27]=[CH:26][CH:25]=3)(=[O:23])=[O:22])=[CH:15][CH:16]=2)[O:11]1)[CH3:8])([CH3:4])([CH3:2])[CH3:3]. (3) Given the reactants [Cl:1][C:2]1[C:3]([CH:12]=O)=[N:4][CH:5]=[C:6]([C:8]([F:11])([F:10])[F:9])[CH:7]=1.Cl.[NH2:15][OH:16].N1C=CC=CC=1, predict the reaction product. The product is: [Cl:1][C:2]1[C:3]([CH:12]=[N:15][OH:16])=[N:4][CH:5]=[C:6]([C:8]([F:11])([F:10])[F:9])[CH:7]=1. (4) Given the reactants [F:1][C:2]([F:18])([C:7]1[CH:11]=[CH:10][N:9](CN2CCCC2)[N:8]=1)[C:3]([F:6])([F:5])[F:4].CCCCCC.C([Li])CCC.[CH3:30][C:31]1[CH:32]=[C:33]([CH:36]=[CH:37][C:38]=1[N+:39]([O-:41])=[O:40])[CH:34]=[O:35], predict the reaction product. The product is: [CH3:30][C:31]1[CH:32]=[C:33]([CH:34]([C:10]2[NH:9][N:8]=[C:7]([C:2]([F:1])([F:18])[C:3]([F:4])([F:5])[F:6])[CH:11]=2)[OH:35])[CH:36]=[CH:37][C:38]=1[N+:39]([O-:41])=[O:40]. (5) Given the reactants C([O:8][C:9]1[CH:14]=[C:13]([F:15])[C:12]([F:16])=[CH:11][C:10]=1[CH2:17][CH:18]=[CH:19][C:20]1[CH:72]=[C:23]2[N:24]=[C:25]([CH3:71])[C:26]([C@H:60]([O:66][C:67]([CH3:70])([CH3:69])[CH3:68])[C:61]([O:63][CH2:64][CH3:65])=[O:62])=[C:27]([N:28]3[CH2:33][CH2:32][C:31]([O:35][CH2:36][CH2:37][CH2:38][CH2:39][C@H:40]([O:42][Si](C(C)(C)C)(C4C=CC=CC=4)C4C=CC=CC=4)[CH3:41])([CH3:34])[CH2:30][CH2:29]3)[N:22]2[N:21]=1)C1C=CC=CC=1.[H][H].CCCC[N+](CCCC)(CCCC)CCCC.[F-], predict the reaction product. The product is: [C:67]([O:66][C@@H:60]([C:26]1[C:25]([CH3:71])=[N:24][C:23]2[N:22]([N:21]=[C:20]([CH2:19][CH2:18][CH2:17][C:10]3[CH:11]=[C:12]([F:16])[C:13]([F:15])=[CH:14][C:9]=3[OH:8])[CH:72]=2)[C:27]=1[N:28]1[CH2:33][CH2:32][C:31]([O:35][CH2:36][CH2:37][CH2:38][CH2:39][C@H:40]([OH:42])[CH3:41])([CH3:34])[CH2:30][CH2:29]1)[C:61]([O:63][CH2:64][CH3:65])=[O:62])([CH3:68])([CH3:69])[CH3:70].